This data is from Forward reaction prediction with 1.9M reactions from USPTO patents (1976-2016). The task is: Predict the product of the given reaction. (1) Given the reactants [CH2:1]1[S:5][C@H:4]([CH2:6][OH:7])[O:3][C@@H:2]1[N:8]1[C:13](=[O:14])[N:12]=[C:11]([NH2:15])[CH:10]=[CH:9]1.O.[ClH:17], predict the reaction product. The product is: [CH2:1]1[S:5][C@H:4]([CH2:6][OH:7])[O:3][C@@H:2]1[N:8]1[C:13](=[O:14])[N:12]=[C:11]([NH2:15])[CH:10]=[CH:9]1.[ClH:17]. (2) Given the reactants [F:1][C:2]([F:24])([F:23])[C:3]1[CH:4]=[C:5]([NH:8][C:9]([C:11]2[C:16]([NH2:17])=[N:15][C:14]([C:18]([F:21])([F:20])[F:19])=[C:13](Br)[N:12]=2)=[O:10])[NH:6][N:7]=1.[NH:25]1[CH2:29][CH2:28][CH2:27][CH2:26]1, predict the reaction product. The product is: [F:1][C:2]([F:24])([F:23])[C:3]1[CH:4]=[C:5]([NH:8][C:9]([C:11]2[C:16]([NH2:17])=[N:15][C:14]([C:18]([F:21])([F:20])[F:19])=[C:13]([N:25]3[CH2:29][CH2:28][CH2:27][CH2:26]3)[N:12]=2)=[O:10])[NH:6][N:7]=1. (3) Given the reactants [NH:1]1[CH2:6][CH2:5][C:4](=[CH:7][C:8]2[CH:9]=[C:10]([CH:23]=[CH:24][CH:25]=2)[O:11][C:12]2[CH:17]=[CH:16][C:15]([N:18]3[CH2:22][CH2:21][CH2:20][CH2:19]3)=[CH:14][N:13]=2)[CH2:3][CH2:2]1.[N:26]1[CH:31]=[CH:30][CH:29]=[C:28]([NH:32][C:33](=O)[O:34]C2C=CC=CC=2)[CH:27]=1.C(N(CC)CC)C, predict the reaction product. The product is: [N:18]1([C:15]2[CH:16]=[CH:17][C:12]([O:11][C:10]3[CH:9]=[C:8]([CH:25]=[CH:24][CH:23]=3)[CH:7]=[C:4]3[CH2:5][CH2:6][N:1]([C:33]([NH:32][C:28]4[CH:27]=[N:26][CH:31]=[CH:30][CH:29]=4)=[O:34])[CH2:2][CH2:3]3)=[N:13][CH:14]=2)[CH2:19][CH2:20][CH2:21][CH2:22]1.